From a dataset of Peptide-MHC class II binding affinity with 134,281 pairs from IEDB. Regression. Given a peptide amino acid sequence and an MHC pseudo amino acid sequence, predict their binding affinity value. This is MHC class II binding data. (1) The binding affinity (normalized) is 0.313. The peptide sequence is SHNVQGATVAVDCRP. The MHC is DRB1_0401 with pseudo-sequence DRB1_0401. (2) The MHC is HLA-DQA10501-DQB10301 with pseudo-sequence HLA-DQA10501-DQB10301. The binding affinity (normalized) is 0.974. The peptide sequence is RTFVATFGAASNKAF. (3) The peptide sequence is EVLKGPFTVRYTTEG. The MHC is DRB1_0405 with pseudo-sequence DRB1_0405. The binding affinity (normalized) is 0.104. (4) The peptide sequence is PDLPYDYGALEPAIS. The MHC is DRB1_1302 with pseudo-sequence DRB1_1302. The binding affinity (normalized) is 0.402. (5) The MHC is DRB1_0802 with pseudo-sequence DRB1_0802. The peptide sequence is AFKVGATAANAAPAN. The binding affinity (normalized) is 0.513. (6) The peptide sequence is CGSYVTKTSGSAASM. The MHC is HLA-DQA10501-DQB10303 with pseudo-sequence HLA-DQA10501-DQB10303. The binding affinity (normalized) is 0.499. (7) The peptide sequence is AVFEAALTKAITAMT. The MHC is DRB1_1201 with pseudo-sequence DRB1_1201. The binding affinity (normalized) is 0.412. (8) The peptide sequence is KPHYYTFGKADIAAN. The MHC is DRB1_1501 with pseudo-sequence DRB1_1501. The binding affinity (normalized) is 0. (9) The peptide sequence is EEDIEIIPIQEEKY. The MHC is HLA-DPA10201-DPB10501 with pseudo-sequence HLA-DPA10201-DPB10501. The binding affinity (normalized) is 0.346. (10) The peptide sequence is LVGPTPVNIIGRNLLTQLGC. The MHC is DRB1_1201 with pseudo-sequence DRB1_1201. The binding affinity (normalized) is 0.129.